Dataset: Reaction yield outcomes from USPTO patents with 853,638 reactions. Task: Predict the reaction yield, written as a fraction of the theoretical maximum amount of product (1.0 means a 100% yield; for example, 0.34 means a 34% yield). (1) The reactants are [C:1]([C:5]1[CH:9]=[C:8]([NH:10][C:11](=[O:45])[NH:12][C:13]2[C:22]3[C:17](=[CH:18][CH:19]=[CH:20][CH:21]=3)[C:16]([O:23][CH2:24][C:25]3[CH:30]=[CH:29][N:28]=[C:27]([NH:31][C:32](=[O:44])[C@@H:33]([N:35](C)[C:36](=O)OC(C)(C)C)[CH3:34])[CH:26]=3)=[CH:15][CH:14]=2)[N:7]([C:46]2[CH:51]=[CH:50][C:49]([CH3:52])=[CH:48][CH:47]=2)[N:6]=1)([CH3:4])([CH3:3])[CH3:2]. The catalyst is C(Cl)Cl.C(O)(C(F)(F)F)=O. The product is [C:1]([C:5]1[CH:9]=[C:8]([NH:10][C:11](=[O:45])[NH:12][C:13]2[C:22]3[C:17](=[CH:18][CH:19]=[CH:20][CH:21]=3)[C:16]([O:23][CH2:24][C:25]3[CH:30]=[CH:29][N:28]=[C:27]([NH:31][C:32](=[O:44])[C@@H:33]([NH:35][CH3:36])[CH3:34])[CH:26]=3)=[CH:15][CH:14]=2)[N:7]([C:46]2[CH:47]=[CH:48][C:49]([CH3:52])=[CH:50][CH:51]=2)[N:6]=1)([CH3:4])([CH3:2])[CH3:3]. The yield is 0.570. (2) The reactants are Br[C:2]1[CH:3]=[C:4]([N:13]([CH2:20][CH3:21])[CH:14]2[CH2:19][CH2:18][O:17][CH2:16][CH2:15]2)[C:5]([CH3:12])=[C:6]([CH:11]=1)[C:7]([O:9][CH3:10])=[O:8].[O:22]1[CH2:27][CH2:26][N:25]([CH2:28][C:29]2[CH:34]=[CH:33][C:32](B3OC(C)(C)C(C)(C)O3)=[CH:31][CH:30]=2)[CH2:24][CH2:23]1.C([O-])([O-])=O.[Na+].[Na+]. The catalyst is O1CCOCC1.O.O.C1C=CC([P]([Pd]([P](C2C=CC=CC=2)(C2C=CC=CC=2)C2C=CC=CC=2)([P](C2C=CC=CC=2)(C2C=CC=CC=2)C2C=CC=CC=2)[P](C2C=CC=CC=2)(C2C=CC=CC=2)C2C=CC=CC=2)(C2C=CC=CC=2)C2C=CC=CC=2)=CC=1. The product is [CH2:20]([N:13]([CH:14]1[CH2:19][CH2:18][O:17][CH2:16][CH2:15]1)[C:4]1[C:5]([CH3:12])=[C:6]([C:7]([O:9][CH3:10])=[O:8])[CH:11]=[C:2]([C:32]2[CH:31]=[CH:30][C:29]([CH2:28][N:25]3[CH2:26][CH2:27][O:22][CH2:23][CH2:24]3)=[CH:34][CH:33]=2)[CH:3]=1)[CH3:21]. The yield is 0.590. (3) The reactants are [F:1][C:2]1[CH:13]=[CH:12][C:5]2[NH:6]C(=O)O[C:9](=[O:10])[C:4]=2[CH:3]=1.[NH2:14][CH2:15][C:16]([OH:18])=[O:17].C([N:21](CC)CC)C.Cl.N([O-])=O.[Na+]. The catalyst is O. The product is [F:1][C:2]1[CH:13]=[CH:12][C:5]2[N:6]=[N:21][N:14]([CH2:15][C:16]([OH:18])=[O:17])[C:9](=[O:10])[C:4]=2[CH:3]=1. The yield is 0.900. (4) The reactants are C(N(CC)CC)C.[F:8][C:9]([F:28])([F:27])[S:10](N(C1C=CC=CC=1)[S:10]([C:9]([F:28])([F:27])[F:8])(=[O:12])=[O:11])(=[O:12])=[O:11].[F:29][C:30]1[CH:35]=[CH:34][C:33]([C:36]2[O:37][C:38]3[CH:49]=[CH:48][C:47]([OH:50])=[C:46]([N+:51]([O-:53])=[O:52])[C:39]=3[C:40]=2[C:41]([O:43][CH2:44][CH3:45])=[O:42])=[CH:32][CH:31]=1. The product is [F:29][C:30]1[CH:31]=[CH:32][C:33]([C:36]2[O:37][C:38]3[CH:49]=[CH:48][C:47]([O:50][S:10]([C:9]([F:28])([F:27])[F:8])(=[O:12])=[O:11])=[C:46]([N+:51]([O-:53])=[O:52])[C:39]=3[C:40]=2[C:41]([O:43][CH2:44][CH3:45])=[O:42])=[CH:34][CH:35]=1. The catalyst is C(Cl)Cl. The yield is 0.750. (5) The reactants are C[O:2][C:3](=O)[C:4]1[CH:9]=[C:8]([O:10][CH2:11][O:12][CH3:13])[CH:7]=[C:6]([O:14][CH2:15][O:16][CH3:17])[CH:5]=1.[H-].[H-].[H-].[H-].[Li+].[Al+3]. The catalyst is C1COCC1. The product is [CH3:13][O:12][CH2:11][O:10][C:8]1[CH:9]=[C:4]([CH2:3][OH:2])[CH:5]=[C:6]([O:14][CH2:15][O:16][CH3:17])[CH:7]=1. The yield is 0.760. (6) The reactants are [CH3:1][CH:2]1[CH2:7][CH2:6][CH2:5][CH2:4][CH:3]1[C:8]([OH:10])=O.C(Cl)(=O)C([Cl:14])=O. The catalyst is C(Cl)Cl.CN(C=O)C. The product is [CH3:1][CH:2]1[CH2:7][CH2:6][CH2:5][CH2:4][CH:3]1[C:8]([Cl:14])=[O:10]. The yield is 0.970. (7) The reactants are Cl.Cl.[O:3]1[C:7]2[CH:8]=[CH:9][C:10]([C:12]3([CH2:18][CH2:19][N:20]4[CH:25]5[CH2:26][CH2:27][CH:21]4[CH2:22][CH:23]([N:28]4[C:32]6[CH:33]=[CH:34][CH:35]=[CH:36][C:31]=6[N:30]=[C:29]4[CH3:37])[CH2:24]5)[CH2:17][CH2:16][NH:15][CH2:14][CH2:13]3)=[CH:11][C:6]=2[O:5][CH2:4]1.C(N(CC)CC)C.[OH:45][C:46]([CH3:51])([CH3:50])[C:47](O)=[O:48].F[P-](F)(F)(F)(F)F.N1(OC(N(C)C)=[N+](C)C)C2N=CC=CC=2N=N1. The catalyst is CN(C)C=O.O. The product is [O:3]1[C:7]2[CH:8]=[CH:9][C:10]([C:12]3([CH2:18][CH2:19][N:20]4[C@H:25]5[CH2:26][CH2:27][C@@H:21]4[CH2:22][CH:23]([N:28]4[C:32]6[CH:33]=[CH:34][CH:35]=[CH:36][C:31]=6[N:30]=[C:29]4[CH3:37])[CH2:24]5)[CH2:13][CH2:14][N:15]([C:47](=[O:48])[C:46]([CH3:51])([OH:45])[CH3:50])[CH2:16][CH2:17]3)=[CH:11][C:6]=2[O:5][CH2:4]1. The yield is 0.440. (8) The reactants are Cl[C:2](Cl)(Cl)[CH:3]([OH:5])O.Cl.[NH2:9][OH:10].[CH3:11][O:12][C:13]1[CH:18]=[CH:17][C:16]([NH2:19])=[CH:15][CH:14]=1.Cl. The catalyst is O. The product is [N:9](=[CH:2][C:3]([NH:19][C:16]1[CH:17]=[CH:18][C:13]([O:12][CH3:11])=[CH:14][CH:15]=1)=[O:5])[OH:10]. The yield is 0.850.